This data is from B-cell epitopes from IEDB database with 3,159 antigens for binding position prediction. The task is: Token-level Classification. Given an antigen amino acid sequence, predict which amino acid positions are active epitope sites capable of antibody binding. Output is a list of indices for active positions. Given the antigen sequence: MYSFVSEETGTLIVNSVLLFLAFVVFLLVTLAILTALRLCAYCCNIVNVSLVKPTVYVYSRVKNLNSSEGVPDLLV, which amino acid positions are active epitope sites? The epitope positions are: [59, 60, 61, 62, 63, 64, 65, 66, 67, 68, 69, 70, 71, 72, 73, 74, 75]. The amino acids at these positions are: SRVKNLNSSEGVPDLLV.